From a dataset of Reaction yield outcomes from USPTO patents with 853,638 reactions. Predict the reaction yield, written as a fraction of the theoretical maximum amount of product (1.0 means a 100% yield; for example, 0.34 means a 34% yield). (1) The reactants are [F:1][CH:2]([F:15])[O:3][C:4]1[CH:13]=[CH:12][C:7]([C:8]([O:10][CH3:11])=[O:9])=[CH:6][C:5]=1I.C([N:18](CC)CC)C.[C:23]1([CH3:29])[CH:28]=[CH:27][CH:26]=[CH:25][CH:24]=1. The catalyst is [Cu](I)I. The product is [F:1][CH:2]([F:15])[O:3][C:4]1[CH:13]=[CH:12][C:7]([C:8]([O:10][CH3:11])=[O:9])=[CH:6][C:5]=1[C:29]#[C:23][C:24]1[CH:25]=[CH:26][CH:27]=[CH:28][N:18]=1. The yield is 0.800. (2) The catalyst is C(OCC)C. The yield is 0.640. The product is [CH3:4][N:5]([C:6]1[CH:14]=[CH:13][C:9]([NH:10]/[CH:11]=[C:3]2\[C:4](=[O:16])[NH:5][C:6]3[C:14]\2=[C:13]2[S:12][CH:11]=[N:10][C:9]2=[CH:8][CH:7]=3)=[CH:8][CH:7]=1)[C:18](=[O:20])[CH3:19]. The reactants are CN(C)[CH:3]1[C:14]2[C:6](=[CH:7][CH:8]=[C:9]3[C:13]=2[S:12](=C)[CH:11]=[N:10]3)[NH:5][C:4]1=[O:16].[CH2:18]([OH:20])[CH3:19]. (3) The reactants are C[O:2][C:3](=[O:25])[CH:4]([C:11]1[CH:16]=[CH:15][C:14]([S:17]([CH3:20])(=[O:19])=[O:18])=[C:13]([S:21]([CH3:24])(=[O:23])=[O:22])[CH:12]=1)[CH2:5][CH:6]1[CH2:10][CH2:9][CH2:8][CH2:7]1.[OH-].[Li+]. The catalyst is O1CCCC1. The product is [CH3:24][S:21]([C:13]1[CH:12]=[C:11]([CH:4]([CH2:5][CH:6]2[CH2:7][CH2:8][CH2:9][CH2:10]2)[C:3]([OH:25])=[O:2])[CH:16]=[CH:15][C:14]=1[S:17]([CH3:20])(=[O:19])=[O:18])(=[O:23])=[O:22]. The yield is 0.980. (4) The reactants are [CH2:1]([CH:3]1[CH2:7][CH:6]([OH:8])[CH2:5][CH:4]1[C:9]([O:11][CH2:12][CH3:13])=[O:10])[CH3:2].ClC(Cl)(Cl)C(=N)O[CH2:18][C:19]1[CH:24]=[CH:23][C:22]([O:25][CH3:26])=[CH:21][CH:20]=1.FC(F)(F)S(O)(=O)=O. The catalyst is C(Cl)Cl.C1CCCCC1. The product is [CH2:1]([CH:3]1[CH2:7][CH:6]([O:8][CH2:18][C:19]2[CH:24]=[CH:23][C:22]([O:25][CH3:26])=[CH:21][CH:20]=2)[CH2:5][CH:4]1[C:9]([O:11][CH2:12][CH3:13])=[O:10])[CH3:2]. The yield is 0.640. (5) The reactants are Cl.[Br:2][C:3]1[CH:4]=[C:5]([NH:9][NH2:10])[CH:6]=[CH:7][CH:8]=1.[C:11]([C:19]1[CH:24]=[CH:23][CH:22]=[CH:21][CH:20]=1)(=O)[C:12]1[CH:17]=[CH:16][CH:15]=[CH:14][CH:13]=1.S(=O)(=O)(O)O. The catalyst is C(O)C. The product is [C:11](=[N:10][NH:9][C:5]1[CH:6]=[CH:7][CH:8]=[C:3]([Br:2])[CH:4]=1)([C:12]1[CH:17]=[CH:16][CH:15]=[CH:14][CH:13]=1)[C:19]1[CH:24]=[CH:23][CH:22]=[CH:21][CH:20]=1. The yield is 0.950. (6) The reactants are [CH2:1]([O:4][N:5]([C:25]([O:27][C:28]([CH3:31])([CH3:30])[CH3:29])=[O:26])[C@H:6]1[CH2:11][N:10]([C:12]([O:14][C:15]([CH3:18])([CH3:17])[CH3:16])=[O:13])[C@H:9]([C:19]([OH:21])=O)[CH:8]=[C:7]1[CH2:22][O:23][CH3:24])[CH:2]=[CH2:3].[Cl-].[NH4+].C[N:35](C(ON1N=NC2C=CC=NC1=2)=[N+](C)C)C.F[P-](F)(F)(F)(F)F.CCN(C(C)C)C(C)C. The catalyst is CN(C=O)C.CCOC(C)=O. The product is [CH2:1]([O:4][N:5]([C:25]([O:27][C:28]([CH3:31])([CH3:29])[CH3:30])=[O:26])[C@H:6]1[CH2:11][N:10]([C:12]([O:14][C:15]([CH3:16])([CH3:18])[CH3:17])=[O:13])[C@H:9]([C:19](=[O:21])[NH2:35])[CH:8]=[C:7]1[CH2:22][O:23][CH3:24])[CH:2]=[CH2:3]. The yield is 0.433. (7) The reactants are [CH3:1][C:2]1[N:3]([C:7]2[CH:12]=[CH:11][C:10]([NH:13][C:14]3[N:15]=[C:16](OS(C(F)(F)F)(=O)=O)[C:17]4[CH2:23][N:22]([C:24]([O:26][C:27]([CH3:30])([CH3:29])[CH3:28])=[O:25])[CH2:21][CH2:20][C:18]=4[N:19]=3)=[CH:9][CH:8]=2)[CH:4]=[CH:5][N:6]=1.[O:39]1[CH2:43][CH2:42][CH2:41][C@H:40]1[CH2:44][NH2:45]. The catalyst is CN(C=O)C. The product is [CH3:1][C:2]1[N:3]([C:7]2[CH:8]=[CH:9][C:10]([NH:13][C:14]3[N:15]=[C:16]([NH:45][CH2:44][C@@H:40]4[CH2:41][CH2:42][CH2:43][O:39]4)[C:17]4[CH2:23][N:22]([C:24]([O:26][C:27]([CH3:28])([CH3:30])[CH3:29])=[O:25])[CH2:21][CH2:20][C:18]=4[N:19]=3)=[CH:11][CH:12]=2)[CH:4]=[CH:5][N:6]=1. The yield is 0.219.